Task: Predict the reactants needed to synthesize the given product.. Dataset: Full USPTO retrosynthesis dataset with 1.9M reactions from patents (1976-2016) (1) Given the product [Br:15][CH:16]([C:20]1[CH:21]=[CH:28][CH:27]=[CH:30][CH:29]=1)[C:17]([NH:10][C:8]1[S:9][C:5]([CH2:4][C:3]2[CH:11]=[CH:12][CH:13]=[CH:14][C:2]=2[Cl:1])=[CH:6][N:7]=1)=[O:19], predict the reactants needed to synthesize it. The reactants are: [Cl:1][C:2]1[CH:14]=[CH:13][CH:12]=[CH:11][C:3]=1[CH2:4][C:5]1[S:9][C:8]([NH2:10])=[N:7][CH:6]=1.[Br:15][CH:16]([CH2:20][CH3:21])[C:17]([OH:19])=O.C(N([CH2:27][CH3:28])CC)C.[C:29](#N)[CH3:30]. (2) Given the product [Br:32][CH2:8][C:9]([C:11]1[CH:12]=[CH:13][CH:14]=[C:15]2[C:20]=1[N:19]=[C:18]([NH:21][C:22]([CH3:30])([CH2:24][CH2:25][S:26]([CH3:29])(=[O:28])=[O:27])[CH3:23])[C:17]([CH3:31])=[N:16]2)=[O:10], predict the reactants needed to synthesize it. The reactants are: [Si]([O:8][C:9]([C:11]1[CH:12]=[CH:13][CH:14]=[C:15]2[C:20]=1[N:19]=[C:18]([NH:21][C:22]([CH3:30])([CH2:24][CH2:25][S:26]([CH3:29])(=[O:28])=[O:27])[CH3:23])[C:17]([CH3:31])=[N:16]2)=[CH2:10])(C(C)(C)C)(C)C.[Br:32]N1C(=O)CCC1=O.O. (3) Given the product [CH3:17][C:18]1([CH3:32])[CH2:23][O:22][B:21]([C:2]2[CH:3]=[CH:4][C:5]([N:9]3[CH2:14][CH:13]([CH3:15])[CH2:12][CH:11]([CH3:16])[CH2:10]3)=[C:6]([CH:8]=2)[NH2:7])[O:20][CH2:19]1, predict the reactants needed to synthesize it. The reactants are: Br[C:2]1[CH:3]=[CH:4][C:5]([N:9]2[CH2:14][CH:13]([CH3:15])[CH2:12][CH:11]([CH3:16])[CH2:10]2)=[C:6]([CH:8]=1)[NH2:7].[CH3:17][C:18]1([CH3:32])[CH2:23][O:22][B:21]([B:21]2[O:22][CH2:23][C:18]([CH3:32])([CH3:17])[CH2:19][O:20]2)[O:20][CH2:19]1.C([O-])(=O)C.[K+]. (4) Given the product [F:28][C:26]1[CH:27]=[C:22]([F:21])[C:23]([N+:31]([O-:33])=[O:32])=[CH:24][C:25]=1[CH2:29][CH2:30][S:8][Si:7]([C:15]1[CH:20]=[CH:19][CH:18]=[CH:17][CH:16]=1)([C:1]1[CH:2]=[CH:3][CH:4]=[CH:5][CH:6]=1)[C:9]1[CH:14]=[CH:13][CH:12]=[CH:11][CH:10]=1, predict the reactants needed to synthesize it. The reactants are: [C:1]1([Si:7]([C:15]2[CH:20]=[CH:19][CH:18]=[CH:17][CH:16]=2)([C:9]2[CH:14]=[CH:13][CH:12]=[CH:11][CH:10]=2)[SH:8])[CH:6]=[CH:5][CH:4]=[CH:3][CH:2]=1.[F:21][C:22]1[CH:27]=[C:26]([F:28])[C:25]([CH:29]=[CH2:30])=[CH:24][C:23]=1[N+:31]([O-:33])=[O:32].N(/C(C)(C)C#N)=N\C(C)(C)C#N. (5) Given the product [CH2:1]([C:8]1[CH:15]=[CH:14][C:11]([CH2:12][N:20]2[C:19](=[O:21])[C:18]3=[CH:22][CH:23]=[CH:24][CH:25]=[C:17]3[C:16]2=[O:26])=[CH:10][CH:9]=1)[C:2]1[CH:7]=[CH:6][CH:5]=[CH:4][CH:3]=1, predict the reactants needed to synthesize it. The reactants are: [CH2:1]([C:8]1[CH:15]=[CH:14][C:11]([CH2:12]O)=[CH:10][CH:9]=1)[C:2]1[CH:7]=[CH:6][CH:5]=[CH:4][CH:3]=1.[C:16]1(=[O:26])[NH:20][C:19](=[O:21])[C:18]2=[CH:22][CH:23]=[CH:24][CH:25]=[C:17]12.C1(P(C2C=CC=CC=2)C2C=CC=CC=2)C=CC=CC=1.CC(OC(/N=N/C(OC(C)C)=O)=O)C. (6) Given the product [Br:25][C:22]1[CH:23]=[CH:24][C:19]([N:7]2[CH:8]=[C:9]([CH2:10][CH2:11][C:12]([O:14][CH2:15][CH3:27])=[O:13])[C:5]([C:1]([CH3:4])([CH3:2])[CH3:3])=[N:6]2)=[N:20][CH:21]=1, predict the reactants needed to synthesize it. The reactants are: [C:1]([C:5]1[C:9]([CH2:10][CH2:11][C:12]([O:14][CH3:15])=[O:13])=[CH:8][NH:7][N:6]=1)([CH3:4])([CH3:3])[CH3:2].[H-].[Na+].Br[C:19]1[CH:24]=[CH:23][C:22]([Br:25])=[CH:21][N:20]=1.Cl.[CH3:27]N(C)C=O.